Dataset: Peptide-MHC class II binding affinity with 134,281 pairs from IEDB. Task: Regression. Given a peptide amino acid sequence and an MHC pseudo amino acid sequence, predict their binding affinity value. This is MHC class II binding data. (1) The peptide sequence is PIVKDASIQVVSAIR. The MHC is HLA-DPA10201-DPB11401 with pseudo-sequence HLA-DPA10201-DPB11401. The binding affinity (normalized) is 0.564. (2) The peptide sequence is NDAIKASTGGAYESY. The MHC is DRB3_0202 with pseudo-sequence DRB3_0202. The binding affinity (normalized) is 0.197. (3) The peptide sequence is VFKVAATAANAAPAN. The MHC is DRB1_0401 with pseudo-sequence DRB1_0401. The binding affinity (normalized) is 0.533.